Dataset: Peptide-MHC class I binding affinity with 185,985 pairs from IEDB/IMGT. Task: Regression. Given a peptide amino acid sequence and an MHC pseudo amino acid sequence, predict their binding affinity value. This is MHC class I binding data. (1) The peptide sequence is GLKRGGVLL. The MHC is HLA-A03:01 with pseudo-sequence HLA-A03:01. The binding affinity (normalized) is 0.0847. (2) The binding affinity (normalized) is 0.657. The MHC is HLA-B15:17 with pseudo-sequence HLA-B15:17. The peptide sequence is KARARLLSM. (3) The peptide sequence is CLLCNLLLV. The MHC is H-2-Kb with pseudo-sequence H-2-Kb. The binding affinity (normalized) is 0.400. (4) The peptide sequence is SQMPPQKIM. The MHC is HLA-B15:02 with pseudo-sequence HLA-B15:02. The binding affinity (normalized) is 0.714. (5) The peptide sequence is QTEENLLDF. The MHC is HLA-B58:01 with pseudo-sequence HLA-B58:01. The binding affinity (normalized) is 0.213.